This data is from Full USPTO retrosynthesis dataset with 1.9M reactions from patents (1976-2016). The task is: Predict the reactants needed to synthesize the given product. Given the product [CH2:36]([O:35][C:34]([N:24]([C:9]1[CH:10]=[CH:11][C:12]([C:13]([O:22][CH3:23])([C:18]([F:20])([F:21])[F:19])[C:14]([F:17])([F:16])[F:15])=[C:7]([CH2:3][CH:4]([CH3:6])[CH3:5])[CH:8]=1)[C:25]([C:27]1[C:32]([CH3:33])=[N:31][CH:30]=[CH:29][N:28]=1)=[O:26])=[O:40])[CH:37]([CH3:39])[CH3:38], predict the reactants needed to synthesize it. The reactants are: [H-].[Na+].[CH2:3]([C:7]1[CH:8]=[C:9]([NH:24][C:25]([C:27]2[C:32]([CH3:33])=[N:31][CH:30]=[CH:29][N:28]=2)=[O:26])[CH:10]=[CH:11][C:12]=1[C:13]([O:22][CH3:23])([C:18]([F:21])([F:20])[F:19])[C:14]([F:17])([F:16])[F:15])[CH:4]([CH3:6])[CH3:5].[C:34](Cl)(=[O:40])[O:35][CH2:36][CH:37]([CH3:39])[CH3:38].Cl.